From a dataset of NCI-60 drug combinations with 297,098 pairs across 59 cell lines. Regression. Given two drug SMILES strings and cell line genomic features, predict the synergy score measuring deviation from expected non-interaction effect. Synergy scores: CSS=37.2, Synergy_ZIP=-1.27, Synergy_Bliss=-0.755, Synergy_Loewe=-10.9, Synergy_HSA=-0.00681. Drug 1: C1=NC2=C(N1)C(=S)N=CN2. Drug 2: CC1CCCC2(C(O2)CC(NC(=O)CC(C(C(=O)C(C1O)C)(C)C)O)C(=CC3=CSC(=N3)C)C)C. Cell line: A498.